From a dataset of Peptide-MHC class II binding affinity with 134,281 pairs from IEDB. Regression. Given a peptide amino acid sequence and an MHC pseudo amino acid sequence, predict their binding affinity value. This is MHC class II binding data. (1) The peptide sequence is SGLFQFFVFLALAGR. The MHC is H-2-IAb with pseudo-sequence H-2-IAb. The binding affinity (normalized) is 0. (2) The peptide sequence is LHKLGYILRDISKIPGG. The MHC is DRB4_0101 with pseudo-sequence DRB4_0103. The binding affinity (normalized) is 0.627. (3) The peptide sequence is MLFRILSLNLIKIK. The MHC is DRB1_0901 with pseudo-sequence DRB1_0901. The binding affinity (normalized) is 0. (4) The peptide sequence is YLFAKDKSGPLQPGV. The MHC is DRB3_0202 with pseudo-sequence DRB3_0202. The binding affinity (normalized) is 0.330. (5) The peptide sequence is FVNTLVASSGSYAAT. The MHC is DRB1_0401 with pseudo-sequence DRB1_0401. The binding affinity (normalized) is 0.621. (6) The peptide sequence is VPTSWVPQGRTTWSI. The MHC is HLA-DQA10601-DQB10402 with pseudo-sequence HLA-DQA10601-DQB10402. The binding affinity (normalized) is 0.521.